This data is from Forward reaction prediction with 1.9M reactions from USPTO patents (1976-2016). The task is: Predict the product of the given reaction. (1) Given the reactants Br[C:2]1[CH:7]=[CH:6][C:5]([CH:8]([CH3:17])[CH2:9][NH:10][S:11]([CH:14]([CH3:16])[CH3:15])(=[O:13])=[O:12])=[CH:4][CH:3]=1.B1(B2OC(C)(C)C(C)(C)O2)OC(C)(C)C(C)(C)O1.C(Cl)Cl.C([O-])(=O)C.[K+].Br[C:45]1[CH:46]=[C:47]2[C:51](=[CH:52][CH:53]=1)[NH:50][C:49](=[O:54])[CH2:48]2.C([O-])([O-])=O.[Na+].[Na+], predict the reaction product. The product is: [CH3:17][CH:8]([C:5]1[CH:6]=[CH:7][C:2]([C:45]2[CH:46]=[C:47]3[C:51](=[CH:52][CH:53]=2)[NH:50][C:49](=[O:54])[CH2:48]3)=[CH:3][CH:4]=1)[CH2:9][NH:10][S:11]([CH:14]([CH3:16])[CH3:15])(=[O:13])=[O:12]. (2) Given the reactants [Cl:1][C:2]1N=[C:6]([NH:8][C:9]2[CH:14]=[CH:13][C:12]([O:15][CH2:16][CH2:17][CH2:18][CH3:19])=[CH:11][CH:10]=2)[C:5]([F:20])=[CH:4][N:3]=1.ClC1N=C(Cl)[C:25](F)=[CH:24]N=1.[CH2:30](OC1C=CC(N)=CC=1)CCCCC, predict the reaction product. The product is: [Cl:1][C:2]1[CH:30]=[C:6]([NH:8][C:9]2[CH:14]=[CH:13][C:12]([O:15][CH2:16][CH2:17][CH2:18][CH2:19][CH2:24][CH3:25])=[CH:11][CH:10]=2)[C:5]([F:20])=[CH:4][N:3]=1. (3) Given the reactants Cl[CH:2]([C:14]1[CH:19]=[CH:18][CH:17]=[CH:16][CH:15]=1)[C:3]([C:5]1[C:13]2[C:8](=[CH:9][CH:10]=[CH:11][CH:12]=2)[NH:7][CH:6]=1)=[O:4].[NH2:20][C:21]1[CH:22]=[C:23]([CH:26]=[CH:27][CH:28]=1)[C:24]#[N:25].CCN(C(C)C)C(C)C, predict the reaction product. The product is: [NH:7]1[C:8]2[C:13](=[CH:12][CH:11]=[CH:10][CH:9]=2)[C:5]([C:3](=[O:4])[CH:2]([NH:20][C:21]2[CH:22]=[C:23]([CH:26]=[CH:27][CH:28]=2)[C:24]#[N:25])[C:14]2[CH:19]=[CH:18][CH:17]=[CH:16][CH:15]=2)=[CH:6]1.